Dataset: Full USPTO retrosynthesis dataset with 1.9M reactions from patents (1976-2016). Task: Predict the reactants needed to synthesize the given product. (1) Given the product [CH3:1][CH:2]([CH3:22])/[CH:3]=[CH:4]/[C:5](=[S:32])[NH:7][CH2:8][CH2:9][NH:10][C:11]1[C:20]2[C:15](=[CH:16][CH:17]=[CH:18][CH:19]=2)[N:14]=[C:13]([CH3:21])[CH:12]=1, predict the reactants needed to synthesize it. The reactants are: [CH3:1][CH:2]([CH3:22])/[CH:3]=[CH:4]/[C:5]([NH:7][CH2:8][CH2:9][NH:10][C:11]1[C:20]2[C:15](=[CH:16][CH:17]=[CH:18][CH:19]=2)[N:14]=[C:13]([CH3:21])[CH:12]=1)=O.COC1C=CC(P2(SP(C3C=CC(OC)=CC=3)(=S)S2)=[S:32])=CC=1. (2) Given the product [CH3:54][C:37]1[C:36]2[C:40](=[CH:41][CH:42]=[CH:43][C:35]=2[C:13]2[N:14]=[C:15]([N:16]3[CH2:21][CH2:20][N:19]([S:22]([C:25]4[CH:30]=[CH:29][CH:28]=[CH:27][C:26]=4[N+:31]([O-:33])=[O:32])(=[O:24])=[O:23])[C@H:18]([CH3:34])[CH2:17]3)[C:10]3[CH2:9][NH:8][CH2:56][CH2:55][C:11]=3[N:12]=2)[N:39]([S:44]([C:47]2[CH:48]=[CH:49][C:50]([CH3:51])=[CH:52][CH:53]=2)(=[O:45])=[O:46])[CH:38]=1, predict the reactants needed to synthesize it. The reactants are: C([N:8]1[CH2:56][CH2:55][C:11]2[N:12]=[C:13]([C:35]3[CH:43]=[CH:42][CH:41]=[C:40]4[C:36]=3[C:37]([CH3:54])=[CH:38][N:39]4[S:44]([C:47]3[CH:53]=[CH:52][C:50]([CH3:51])=[CH:49][CH:48]=3)(=[O:46])=[O:45])[N:14]=[C:15]([N:16]3[CH2:21][CH2:20][N:19]([S:22]([C:25]4[CH:30]=[CH:29][CH:28]=[CH:27][C:26]=4[N+:31]([O-:33])=[O:32])(=[O:24])=[O:23])[C@H:18]([CH3:34])[CH2:17]3)[C:10]=2[CH2:9]1)C1C=CC=CC=1.C(Cl)(=O)OC(Cl)C. (3) Given the product [O:35]=[C:33]1[NH:34][C:29]2[CH:28]=[CH:27][CH:26]=[C:20]([NH:19][C:17]([NH:9][CH2:8][C:6]3[O:7][C:3]([C:2]([F:10])([F:1])[F:11])=[CH:4][CH:5]=3)=[O:18])[C:21]=2[O:31][CH2:32]1, predict the reactants needed to synthesize it. The reactants are: [F:1][C:2]([F:11])([F:10])[C:3]1[O:7][C:6]([CH2:8][NH2:9])=[CH:5][CH:4]=1.C1N=CN([C:17]([N:19]2C=N[CH:21]=[CH:20]2)=[O:18])C=1.NC1C2[O:31][CH2:32][C:33](=[O:35])[NH:34][C:29]=2[CH:28]=[CH:27][CH:26]=1. (4) Given the product [CH3:1][S:2]([C:5]1[CH:20]=[CH:19][C:8]([O:9][C:10]2[CH:15]=[CH:14][C:13]([NH2:16])=[CH:12][CH:11]=2)=[CH:7][CH:6]=1)(=[O:3])=[O:4], predict the reactants needed to synthesize it. The reactants are: [CH3:1][S:2]([C:5]1[CH:20]=[CH:19][C:8]([O:9][C:10]2[CH:15]=[CH:14][C:13]([N+:16]([O-])=O)=[CH:12][CH:11]=2)=[CH:7][CH:6]=1)(=[O:4])=[O:3].